The task is: Predict the product of the given reaction.. This data is from Forward reaction prediction with 1.9M reactions from USPTO patents (1976-2016). (1) Given the reactants [CH3:1][CH:2]([CH2:14]/[C:15](=[CH:23]/[C:24](/[CH3:39])=[CH:25]/[CH:26]([CH3:38])[CH2:27][CH:28]([CH3:37])[CH2:29][CH:30]([CH3:36])[CH2:31][CH:32]([CH3:35])[CH2:33][CH3:34])/[C:16]([O:18]C(C)(C)C)=[O:17])[C:3]([O:5][CH2:6][C:7]([O:9]C(C)(C)C)=[O:8])=[O:4].FC(F)(F)C(O)=O, predict the reaction product. The product is: [C:7]([CH2:6][O:5][C:3](=[O:4])[CH:2]([CH3:1])[CH2:14]/[C:15](=[CH:23]/[C:24](/[CH3:39])=[CH:25]/[CH:26]([CH3:38])[CH2:27][CH:28]([CH3:37])[CH2:29][CH:30]([CH3:36])[CH2:31][CH:32]([CH3:35])[CH2:33][CH3:34])/[C:16]([OH:18])=[O:17])([OH:9])=[O:8]. (2) Given the reactants S(Cl)(Cl)=O.[CH3:5][C:6]1([C:11]([OH:13])=[O:12])[CH2:10][CH2:9][CH2:8][O:7]1.[CH3:14]O, predict the reaction product. The product is: [CH3:5][C:6]1([C:11]([O:13][CH3:14])=[O:12])[CH2:10][CH2:9][CH2:8][O:7]1.